From a dataset of Forward reaction prediction with 1.9M reactions from USPTO patents (1976-2016). Predict the product of the given reaction. (1) The product is: [CH2:1]([C:6]1[CH:13]=[CH:12][C:9]([CH2:10][NH:11][C:25]([C:24]2[CH:28]=[CH:29][C:21]([C:18]3[S:19][CH:20]=[C:16]([CH2:15][N:53]([CH2:52][C:49]4[CH:50]=[CH:51][C:46]([O:45][CH2:44][C:43]([OH:54])=[O:42])=[CH:47][CH:48]=4)[C:38](=[O:39])[CH2:37][CH2:36][C:30]4[CH:35]=[CH:34][CH:33]=[CH:32][CH:31]=4)[N:17]=3)=[CH:22][CH:23]=2)=[O:26])=[CH:8][CH:7]=1)[CH2:2][CH2:3][CH2:4][CH3:5]. Given the reactants [CH2:1]([C:6]1[CH:13]=[CH:12][C:9]([CH2:10][NH2:11])=[CH:8][CH:7]=1)[CH2:2][CH2:3][CH2:4][CH3:5].Cl[CH2:15][C:16]1[N:17]=[C:18]([C:21]2[CH:29]=[CH:28][C:24]([C:25](Cl)=[O:26])=[CH:23][CH:22]=2)[S:19][CH:20]=1.[C:30]1([CH2:36][CH2:37][C:38](Cl)=[O:39])[CH:35]=[CH:34][CH:33]=[CH:32][CH:31]=1.C[O:42][C:43](=[O:54])[CH2:44][O:45][C:46]1[CH:51]=[CH:50][C:49]([CH2:52][NH2:53])=[CH:48][CH:47]=1, predict the reaction product. (2) Given the reactants [Si:1]([O:8][C@@H:9]([C:25]1[CH:30]=[CH:29][CH:28]=[CH:27][C:26]=1[C:31]1[CH:36]=[CH:35][C:34]([Cl:37])=[CH:33][CH:32]=1)[CH:10]1[CH2:15][CH2:14][N:13]([C:16]2[CH:24]=[CH:23][C:19]([C:20](O)=[O:21])=[CH:18][CH:17]=2)[CH2:12][CH2:11]1)([C:4]([CH3:7])([CH3:6])[CH3:5])([CH3:3])[CH3:2].[Si:38]([O:55][CH2:56][C@@H:57]1[CH2:62][N:61]([CH2:63][CH2:64][C@@H:65]([NH:74][C:75]2[CH:80]=[CH:79][C:78]([S:81]([NH2:84])(=[O:83])=[O:82])=[CH:77][C:76]=2[S:85]([C:88]([F:91])([F:90])[F:89])(=[O:87])=[O:86])[CH2:66][S:67][C:68]2[CH:73]=[CH:72][CH:71]=[CH:70][CH:69]=2)[CH2:60][CH2:59][O:58]1)([C:51]([CH3:54])([CH3:53])[CH3:52])([C:45]1[CH:50]=[CH:49][CH:48]=[CH:47][CH:46]=1)[C:39]1[CH:44]=[CH:43][CH:42]=[CH:41][CH:40]=1, predict the reaction product. The product is: [Si:1]([O:8][C@@H:9]([C:25]1[CH:30]=[CH:29][CH:28]=[CH:27][C:26]=1[C:31]1[CH:36]=[CH:35][C:34]([Cl:37])=[CH:33][CH:32]=1)[CH:10]1[CH2:15][CH2:14][N:13]([C:16]2[CH:24]=[CH:23][C:19]([C:20]([NH:84][S:81]([C:78]3[CH:79]=[CH:80][C:75]([NH:74][C@H:65]([CH2:64][CH2:63][N:61]4[CH2:60][CH2:59][O:58][C@H:57]([CH2:56][O:55][Si:38]([C:51]([CH3:52])([CH3:53])[CH3:54])([C:45]5[CH:46]=[CH:47][CH:48]=[CH:49][CH:50]=5)[C:39]5[CH:44]=[CH:43][CH:42]=[CH:41][CH:40]=5)[CH2:62]4)[CH2:66][S:67][C:68]4[CH:73]=[CH:72][CH:71]=[CH:70][CH:69]=4)=[C:76]([S:85]([C:88]([F:89])([F:90])[F:91])(=[O:86])=[O:87])[CH:77]=3)(=[O:83])=[O:82])=[O:21])=[CH:18][CH:17]=2)[CH2:12][CH2:11]1)([C:4]([CH3:7])([CH3:6])[CH3:5])([CH3:3])[CH3:2].